From a dataset of hERG Central: cardiac toxicity at 1µM, 10µM, and general inhibition. Predict hERG channel inhibition at various concentrations. (1) The compound is Cc1ccccc1OCCN1CCC(Cc2ccccc2)CC1.O=C(O)C(=O)O. Results: hERG_inhib (hERG inhibition (general)): blocker. (2) The drug is CCCNCc1cc(Br)ccc1OCC(=O)NCCc1ccccc1. Results: hERG_inhib (hERG inhibition (general)): blocker. (3) The drug is Cc1ccc2cc(CN(CCN3CCCC3)C(=O)Nc3ccc(F)cc3)c(=O)[nH]c2c1C. Results: hERG_inhib (hERG inhibition (general)): blocker.